This data is from Full USPTO retrosynthesis dataset with 1.9M reactions from patents (1976-2016). The task is: Predict the reactants needed to synthesize the given product. (1) Given the product [NH2:19][C:17]1[N:16]([C:2]2[CH:3]=[C:4]([OH:9])[CH:5]=[C:6]([F:8])[CH:7]=2)[N:15]=[C:14]([C:10]([CH3:13])([CH3:12])[CH3:11])[CH:18]=1, predict the reactants needed to synthesize it. The reactants are: Br[C:2]1[CH:3]=[C:4]([OH:9])[CH:5]=[C:6]([F:8])[CH:7]=1.[C:10]([C:14]1[CH:18]=[C:17]([NH2:19])[NH:16][N:15]=1)([CH3:13])([CH3:12])[CH3:11].C(=O)([O-])[O-].[K+].[K+]. (2) Given the product [Br:27][C:25]1[CH:24]=[CH:23][N:22]=[C:21]([N:17]2[CH2:18][CH2:19][O:20][C@H:15]([CH2:14][NH:2][CH3:1])[CH2:16]2)[CH:26]=1, predict the reactants needed to synthesize it. The reactants are: [CH3:1][NH2:2].CC1C=CC(S(O[CH2:14][C@H:15]2[O:20][CH2:19][CH2:18][N:17]([C:21]3[CH:26]=[C:25]([Br:27])[CH:24]=[CH:23][N:22]=3)[CH2:16]2)(=O)=O)=CC=1. (3) Given the product [Cl:1][C:2]1[CH:3]=[C:4]([CH:17]=[CH:18][CH:19]=1)[CH2:5][N:6]1[CH:11]=[CH:10][CH:9]=[C:8]([C:12]([OH:14])=[O:13])[C:7]1=[O:16], predict the reactants needed to synthesize it. The reactants are: [Cl:1][C:2]1[CH:3]=[C:4]([CH:17]=[CH:18][CH:19]=1)[CH2:5][N:6]1[CH:11]=[CH:10][CH:9]=[C:8]([C:12]([O:14]C)=[O:13])[C:7]1=[O:16].[OH-].[Na+]. (4) Given the product [CH3:25][N:26]1[C:4]([CH2:3][O:2][CH3:1])=[N:29][N:28]=[C:27]1[SH:30], predict the reactants needed to synthesize it. The reactants are: [CH3:1][O:2][CH2:3][C:4](O)=O.C(N1C=CN=C1)(N1C=CN=C1)=O.N1C=CC=CC=1.[CH3:25][NH:26][C:27](=[S:30])[NH:28][NH2:29]. (5) Given the product [Br:22][C:23]1[CH:24]=[CH:25][C:26]([F:31])=[C:27]([CH:28]([C:2]2[CH:7]=[C:6]([CH:8]([CH3:10])[CH3:9])[CH:5]=[C:4]([CH:11]([CH3:13])[CH3:12])[C:3]=2[O:14][CH2:15][CH3:16])[OH:29])[CH:30]=1, predict the reactants needed to synthesize it. The reactants are: Br[C:2]1[CH:7]=[C:6]([CH:8]([CH3:10])[CH3:9])[CH:5]=[C:4]([CH:11]([CH3:13])[CH3:12])[C:3]=1[O:14][CH2:15][CH3:16].C([Li])(C)(C)C.[Br:22][C:23]1[CH:24]=[CH:25][C:26]([F:31])=[C:27]([CH:30]=1)[CH:28]=[O:29].[Cl-].[NH4+]. (6) Given the product [F:56][B:28]([F:27])[N:29]1[C:33]([CH3:34])=[CH:32][C:31]([CH3:35])=[C:30]1/[CH:36]=[C:37]1\[N:38]=[C:39]([CH2:42][CH2:43][CH2:44][CH2:45][C:46]([NH:1][CH:2]([C:18]2[CH:19]=[CH:20][C:21]([CH2:24][O:25][CH3:26])=[CH:22][CH:23]=2)[C:3]([NH:5][C:6]2[CH:11]=[C:10]([F:12])[C:9]([Si:13]([CH3:14])([CH3:15])[CH3:16])=[C:8]([F:17])[CH:7]=2)=[O:4])=[O:47])[CH:40]=[CH:41]\1, predict the reactants needed to synthesize it. The reactants are: [NH2:1][CH:2]([C:18]1[CH:23]=[CH:22][C:21]([CH2:24][O:25][CH3:26])=[CH:20][CH:19]=1)[C:3]([NH:5][C:6]1[CH:11]=[C:10]([F:12])[C:9]([Si:13]([CH3:16])([CH3:15])[CH3:14])=[C:8]([F:17])[CH:7]=1)=[O:4].[F:27][B:28]([F:56])[N:29]1[C:33]([CH3:34])=[CH:32][C:31]([CH3:35])=[C:30]1/[CH:36]=[C:37]1\[N:38]=[C:39]([CH2:42][CH2:43][CH2:44][CH2:45][C:46](ON2C(=O)CCC2=O)=[O:47])[CH:40]=[CH:41]\1.O.O.C(#N)C. (7) Given the product [CH3:24][O:25][C:26](=[O:40])[C:27]1[CH:28]=[CH:29][C:30]([O:33][C:34]2[S:38][C:37]([NH:39][C:14](=[O:15])[CH:13]([C:10]3[CH:9]=[CH:8][C:7]([S:4]([CH:1]4[CH2:2][CH2:3]4)(=[O:5])=[O:6])=[CH:12][CH:11]=3)[O:17][CH:18]3[CH2:19][CH2:20][O:21][CH2:22][CH2:23]3)=[N:36][CH:35]=2)=[CH:31][CH:32]=1, predict the reactants needed to synthesize it. The reactants are: [CH:1]1([S:4]([C:7]2[CH:12]=[CH:11][C:10]([CH:13]([O:17][CH:18]3[CH2:23][CH2:22][O:21][CH2:20][CH2:19]3)[C:14](O)=[O:15])=[CH:9][CH:8]=2)(=[O:6])=[O:5])[CH2:3][CH2:2]1.[CH3:24][O:25][C:26](=[O:40])[C:27]1[CH:32]=[CH:31][C:30]([O:33][C:34]2[S:38][C:37]([NH2:39])=[N:36][CH:35]=2)=[CH:29][CH:28]=1.C1C=CC2N(O)N=NC=2C=1.CCN=C=NCCCN(C)C.CN1CCOCC1. (8) Given the product [Cl:36][C:34]1[CH:33]=[CH:32][C:28]([C:29]([N:13]2[C:14]3[C:19](=[CH:18][C:17]([O:20][CH3:21])=[CH:16][CH:15]=3)[C:11]([CH2:10][C:9]([NH:8][C:5]3[CH:4]=[CH:3][C:2]([F:1])=[CH:7][CH:6]=3)=[O:23])=[C:12]2[CH3:22])=[O:30])=[C:27]([F:26])[CH:35]=1, predict the reactants needed to synthesize it. The reactants are: [F:1][C:2]1[CH:7]=[CH:6][C:5]([NH:8][C:9](=[O:23])[CH2:10][C:11]2[C:19]3[C:14](=[CH:15][CH:16]=[C:17]([O:20][CH3:21])[CH:18]=3)[NH:13][C:12]=2[CH3:22])=[CH:4][CH:3]=1.[H-].[Na+].[F:26][C:27]1[CH:35]=[C:34]([Cl:36])[CH:33]=[CH:32][C:28]=1[C:29](Cl)=[O:30].C(Cl)(=O)C1C=CC=CC=1. (9) Given the product [C:12]([Si:16]([O:6][CH:1]1[CH2:5][CH:4]=[CH:3][CH2:2]1)([CH3:18])[CH3:17])([CH3:15])([CH3:14])[CH3:13], predict the reactants needed to synthesize it. The reactants are: [CH:1]1([OH:6])[CH2:5][CH:4]=[CH:3][CH2:2]1.N1C=CN=C1.[C:12]([Si:16](Cl)([CH3:18])[CH3:17])([CH3:15])([CH3:14])[CH3:13].